From a dataset of Forward reaction prediction with 1.9M reactions from USPTO patents (1976-2016). Predict the product of the given reaction. (1) Given the reactants [F:1][C:2]1[CH:3]=[C:4]([CH:13]=[C:14]([N+:16]([O-])=O)[CH:15]=1)[CH2:5][N:6]1[CH2:11][CH2:10][N:9]([CH3:12])[CH2:8][CH2:7]1, predict the reaction product. The product is: [F:1][C:2]1[CH:15]=[C:14]([CH:13]=[C:4]([CH2:5][N:6]2[CH2:11][CH2:10][N:9]([CH3:12])[CH2:8][CH2:7]2)[CH:3]=1)[NH2:16]. (2) Given the reactants C(C1C(CC2C=CC(C)=CC=2)=CC2C(C)(C)CCC(C)(C)C=2C=1)=O.[CH3:25][C:26]1([CH3:59])[CH2:35][CH2:34][C:33]([CH3:37])([CH3:36])[C:32]2[CH:31]=[C:30](/[CH:38]=[CH:39]/[C:40]3[CH:50]=[CH:49][C:43]([C:44]([O:46]CC)=[O:45])=[CH:42][CH:41]=3)[C:29]([CH2:51][C:52]3[CH:57]=[CH:56][C:55]([CH3:58])=[CH:54][CH:53]=3)=[CH:28][C:27]1=2, predict the reaction product. The product is: [CH3:25][C:26]1([CH3:59])[CH2:35][CH2:34][C:33]([CH3:36])([CH3:37])[C:32]2[CH:31]=[C:30](/[CH:38]=[CH:39]/[C:40]3[CH:50]=[CH:49][C:43]([C:44]([OH:46])=[O:45])=[CH:42][CH:41]=3)[C:29]([CH2:51][C:52]3[CH:53]=[CH:54][C:55]([CH3:58])=[CH:56][CH:57]=3)=[CH:28][C:27]1=2. (3) Given the reactants Br[C:2]1[O:6][C:5]([C:7]2[C:12]([CH3:13])=[CH:11][N:10]=[C:9]([NH:14][C:15](=[O:17])[CH3:16])[CH:8]=2)=[CH:4][C:3]=1[C:18]1[N:22]=[CH:21][N:20]([CH2:23][O:24][CH2:25][CH2:26][Si:27]([CH3:30])([CH3:29])[CH3:28])[N:19]=1.[CH3:31][N:32]([CH3:39])[CH:33]1[CH2:38][CH2:37][CH2:36][NH:35][CH2:34]1, predict the reaction product. The product is: [CH3:31][N:32]([CH3:39])[CH:33]1[CH2:38][CH2:37][CH2:36][N:35]([C:2]2[O:6][C:5]([C:7]3[C:12]([CH3:13])=[CH:11][N:10]=[C:9]([NH:14][C:15](=[O:17])[CH3:16])[CH:8]=3)=[CH:4][C:3]=2[C:18]2[N:22]=[CH:21][N:20]([CH2:23][O:24][CH2:25][CH2:26][Si:27]([CH3:30])([CH3:29])[CH3:28])[N:19]=2)[CH2:34]1. (4) The product is: [NH2:13][C:4]1[CH:3]=[C:2]([Br:1])[N:7]=[CH:6][C:5]=1[NH:8][C@@H:9]([CH3:12])[CH2:10][OH:11]. Given the reactants [Br:1][C:2]1[N:7]=[CH:6][C:5]([NH:8][C@@H:9]([CH3:12])[CH2:10][OH:11])=[C:4]([N+:13]([O-])=O)[CH:3]=1.[Cl-].[NH4+], predict the reaction product. (5) Given the reactants I[C:2]1[CH:3]=[N:4][N:5]2[CH:10]=[CH:9][C:8]([C:11]3[CH:16]=[CH:15][C:14]([C:17]([N:19]4[CH2:24][CH2:23][O:22][CH2:21][CH2:20]4)=[O:18])=[C:13]([CH3:25])[CH:12]=3)=[N:7][C:6]=12.Cl.[C:27]([C:29]1[CH:34]=[CH:33][N:32]=[C:31]([NH2:35])[CH:30]=1)#[CH:28].CCN(CC)CC, predict the reaction product. The product is: [NH2:35][C:31]1[CH:30]=[C:29]([C:27]#[C:28][C:2]2[CH:3]=[N:4][N:5]3[CH:10]=[CH:9][C:8]([C:11]4[CH:16]=[CH:15][C:14]([C:17]([N:19]5[CH2:24][CH2:23][O:22][CH2:21][CH2:20]5)=[O:18])=[C:13]([CH3:25])[CH:12]=4)=[N:7][C:6]=23)[CH:34]=[CH:33][N:32]=1. (6) Given the reactants [CH3:1][O:2][C:3]1[CH:27]=[CH:26][C:6]([CH2:7][N:8]2[C:12]3=[N:13][CH:14]=[CH:15][C:16]([O:17][C:18]4[CH:23]=[CH:22][C:21]([NH2:24])=[CH:20][C:19]=4[F:25])=[C:11]3[CH:10]=[N:9]2)=[CH:5][CH:4]=1.FC1C=CC([NH:35][C:36]([C:38]2([C:41](O)=[O:42])[CH2:40][CH2:39]2)=[O:37])=CC=1.C1(C(O)=O)(C(O)=O)CC1.[F:53][C:54]1[CH:60]=[CH:59][C:57](N)=[CH:56][CH:55]=1.Cl.C(N=C=NCCCN(C)C)C, predict the reaction product. The product is: [CH3:1][O:2][C:3]1[CH:4]=[CH:5][C:6]([CH2:7][N:8]2[C:12]3=[N:13][CH:14]=[CH:15][C:16]([O:17][C:18]4[CH:23]=[CH:22][C:21]([N:24]([C:57]5[CH:59]=[CH:60][C:54]([F:53])=[CH:55][CH:56]=5)[C:41]([C:38]5([C:36]([NH2:35])=[O:37])[CH2:39][CH2:40]5)=[O:42])=[CH:20][C:19]=4[F:25])=[C:11]3[CH:10]=[N:9]2)=[CH:26][CH:27]=1.